Task: Predict the product of the given reaction.. Dataset: Forward reaction prediction with 1.9M reactions from USPTO patents (1976-2016) (1) The product is: [Br:32][CH2:33][C:34]1[CH:39]=[CH:38][C:37]([CH2:40][O:29][C:26]2[CH:25]=[CH:24][C:23]([N:13]3[CH:14]([C:15]4[CH:20]=[CH:19][C:18]([O:21][CH3:22])=[CH:17][CH:16]=4)[CH:11]([CH2:10][CH2:9][CH:8]([C:5]4[CH:4]=[CH:3][C:2]([F:1])=[CH:7][CH:6]=4)[OH:31])[C:12]3=[O:30])=[CH:28][CH:27]=2)=[CH:36][CH:35]=1. Given the reactants [F:1][C:2]1[CH:7]=[CH:6][C:5]([CH:8]([OH:31])[CH2:9][CH2:10][CH:11]2[CH:14]([C:15]3[CH:20]=[CH:19][C:18]([O:21][CH3:22])=[CH:17][CH:16]=3)[N:13]([C:23]3[CH:28]=[CH:27][C:26]([OH:29])=[CH:25][CH:24]=3)[C:12]2=[O:30])=[CH:4][CH:3]=1.[Br:32][CH2:33][C:34]1[CH:39]=[CH:38][C:37]([CH2:40]Br)=[CH:36][CH:35]=1.C(=O)([O-])[O-].[K+].[K+], predict the reaction product. (2) Given the reactants [OH-].[Na+].[Cl:3][C:4]1[CH:5]=[C:6]([CH:24]=[CH:25][C:26]=1[NH:27][C:28]([NH:30][CH2:31][CH3:32])=[O:29])[O:7][C:8]1[C:17]2[C:12](=[CH:13][C:14]([O:22][CH3:23])=[C:15]([C:18]([O:20]C)=[O:19])[CH:16]=2)[N:11]=[CH:10][CH:9]=1.Cl, predict the reaction product. The product is: [Cl:3][C:4]1[CH:5]=[C:6]([CH:24]=[CH:25][C:26]=1[NH:27][C:28]([NH:30][CH2:31][CH3:32])=[O:29])[O:7][C:8]1[C:17]2[C:12](=[CH:13][C:14]([O:22][CH3:23])=[C:15]([C:18]([OH:20])=[O:19])[CH:16]=2)[N:11]=[CH:10][CH:9]=1. (3) Given the reactants [I:1][C:2]1[C:7]([OH:8])=[CH:6][CH:5]=[C:4]([CH3:9])[N:3]=1.[H-].[Na+].[CH2:12](Br)[C:13]1[CH:18]=[CH:17][CH:16]=[CH:15][CH:14]=1.[NH4+].[Cl-], predict the reaction product. The product is: [CH2:12]([O:8][C:7]1[C:2]([I:1])=[N:3][C:4]([CH3:9])=[CH:5][CH:6]=1)[C:13]1[CH:18]=[CH:17][CH:16]=[CH:15][CH:14]=1.